Dataset: Reaction yield outcomes from USPTO patents with 853,638 reactions. Task: Predict the reaction yield, written as a fraction of the theoretical maximum amount of product (1.0 means a 100% yield; for example, 0.34 means a 34% yield). (1) The reactants are Cl.[NH:2]1[CH2:6][CH2:5][C@H:4]([O:7]C(=O)C2C=CC=CC=2)[CH2:3]1.[CH:16]([O:19][C:20]([N:22]1[CH2:26][C@@H:25]([N:27]([CH2:35][C:36]2[CH:41]=[C:40]([C:42]([F:45])([F:44])[F:43])[CH:39]=[C:38]([C:46]([F:49])([F:48])[F:47])[CH:37]=2)[C:28]2[N:33]=[CH:32][C:31](Br)=[CH:30][N:29]=2)[CH2:24][C@H:23]1[CH2:50][CH3:51])=[O:21])([CH3:18])[CH3:17].C(P(C(C)(C)C)C1C=CC=CC=1C1C=CC=CC=1)(C)(C)C.CC(C)([O-])C.[Na+].[OH-].[Na+]. The catalyst is C1(C)C=CC=CC=1.C1C=CC(/C=C/C(/C=C/C2C=CC=CC=2)=O)=CC=1.C1C=CC(/C=C/C(/C=C/C2C=CC=CC=2)=O)=CC=1.C1C=CC(/C=C/C(/C=C/C2C=CC=CC=2)=O)=CC=1.[Pd].[Pd].C1COCC1.CO. The product is [CH:16]([O:19][C:20]([N:22]1[CH2:26][C@@H:25]([N:27]([CH2:35][C:36]2[CH:41]=[C:40]([C:42]([F:45])([F:44])[F:43])[CH:39]=[C:38]([C:46]([F:49])([F:48])[F:47])[CH:37]=2)[C:28]2[N:33]=[CH:32][C:31]([N:2]3[CH2:6][CH2:5][C@H:4]([OH:7])[CH2:3]3)=[CH:30][N:29]=2)[CH2:24][C@H:23]1[CH2:50][CH3:51])=[O:21])([CH3:18])[CH3:17]. The yield is 0.710. (2) The reactants are [CH:1]1([N:5]2[CH2:10][CH:9]3[CH:7]([CH:8]3[C:11]([O:13]CC)=[O:12])[CH2:6]2)[CH2:4][CH2:3][CH2:2]1.O1CCCC1.O.[OH-].[Li+].Cl. The catalyst is O. The product is [CH:1]1([N:5]2[CH2:10][CH:9]3[CH:7]([CH:8]3[C:11]([OH:13])=[O:12])[CH2:6]2)[CH2:2][CH2:3][CH2:4]1. The yield is 0.920. (3) The reactants are [CH3:1][S:2]([NH:5][C:6]1[C:7]([C:19]2[CH:24]=[CH:23][CH:22]=[CH:21][CH:20]=2)=[N:8][C:9]2[C:14]([C:15]=1[C:16]([OH:18])=O)=[CH:13][CH:12]=[CH:11][CH:10]=2)(=[O:4])=[O:3].C1C=C2N=NN(O)C2=CC=1.O.CN1CCOCC1.CCN=C=NCCCN(C)C.[C:54]1([C@@H:60]([NH2:63])[CH2:61][CH3:62])[CH:59]=[CH:58][CH:57]=[CH:56][CH:55]=1. The catalyst is O1CCCC1. The product is [CH3:1][S:2]([NH:5][C:6]1[C:7]([C:19]2[CH:24]=[CH:23][CH:22]=[CH:21][CH:20]=2)=[N:8][C:9]2[C:14]([C:15]=1[C:16]([NH:63][C@H:60]([C:54]1[CH:59]=[CH:58][CH:57]=[CH:56][CH:55]=1)[CH2:61][CH3:62])=[O:18])=[CH:13][CH:12]=[CH:11][CH:10]=2)(=[O:4])=[O:3]. The yield is 0.150. (4) The reactants are [BH4-].[Li+].[Cl:3][C:4]1[C:12]2[N:11]=[C:10]([NH:13][C:14]3[C:15]([O:20][CH3:21])=[N:16][CH:17]=[CH:18][CH:19]=3)[N:9]([CH2:22][CH2:23][CH2:24][C:25](OCC)=[O:26])[C:8]=2[C:7]([CH:30]([CH2:33][CH3:34])[CH2:31][CH3:32])=[CH:6][CH:5]=1. The catalyst is O1CCCC1. The product is [Cl:3][C:4]1[C:12]2[N:11]=[C:10]([NH:13][C:14]3[C:15]([O:20][CH3:21])=[N:16][CH:17]=[CH:18][CH:19]=3)[N:9]([CH2:22][CH2:23][CH2:24][CH2:25][OH:26])[C:8]=2[C:7]([CH:30]([CH2:33][CH3:34])[CH2:31][CH3:32])=[CH:6][CH:5]=1. The yield is 0.860. (5) The reactants are C(N[C:10]1[CH:41]=[CH:40][N:13]([C@@H:14]2[O:29][C@H:18]([CH:19]([C:21](=[O:28])[C:22]3[CH:27]=[CH:26][CH:25]=[CH:24][CH:23]=3)[OH:20])[C@@:16]([C:30](=[O:37])[C:31]3[CH:36]=[CH:35][CH:34]=[CH:33][CH:32]=3)([OH:17])[C@:15]2([F:39])[CH3:38])[C:12](=[O:42])[N:11]=1)(=O)C1C=CC=CC=1.CC(O)=[O:45]. No catalyst specified. The product is [C:30]([C@@:16]1([OH:17])[C@@H:18]([CH:19]([C:21](=[O:28])[C:22]2[CH:27]=[CH:26][CH:25]=[CH:24][CH:23]=2)[OH:20])[O:29][C@@H:14]([N:13]2[CH:40]=[CH:41][C:10](=[O:45])[NH:11][C:12]2=[O:42])[C@@:15]1([F:39])[CH3:38])(=[O:37])[C:31]1[CH:36]=[CH:35][CH:34]=[CH:33][CH:32]=1. The yield is 0.910.